Dataset: Forward reaction prediction with 1.9M reactions from USPTO patents (1976-2016). Task: Predict the product of the given reaction. Given the reactants [Cl:1][C:2]1[CH:3]=[C:4]([C:9]2[CH:18]=[C:17]([C:19](O)=[O:20])[C:16]3[C:11](=[CH:12][CH:13]=[CH:14][CH:15]=3)[N:10]=2)[CH:5]=[CH:6][C:7]=1[Cl:8].[NH2:22][C:23]1[CH:28]=[CH:27][CH:26]=[C:25]([F:29])[N:24]=1.C(N(CC)CC)C.CCCP1(OP(CCC)(=O)OP(CCC)(=O)O1)=O, predict the reaction product. The product is: [F:29][C:25]1[N:24]=[C:23]([NH:22][C:19]([C:17]2[C:16]3[C:11](=[CH:12][CH:13]=[CH:14][CH:15]=3)[N:10]=[C:9]([C:4]3[CH:5]=[CH:6][C:7]([Cl:8])=[C:2]([Cl:1])[CH:3]=3)[CH:18]=2)=[O:20])[CH:28]=[CH:27][CH:26]=1.